Dataset: Forward reaction prediction with 1.9M reactions from USPTO patents (1976-2016). Task: Predict the product of the given reaction. (1) Given the reactants [F:1][C:2]1[CH:27]=[CH:26][C:5]([CH2:6][NH:7][C:8]([C:10]2[N:11]=[C:12]([C@@H:19]3[CH2:23][C@@H:22]([O:24][CH3:25])[CH2:21][NH:20]3)[N:13]([CH3:18])[C:14](=[O:17])[C:15]=2[OH:16])=[O:9])=[CH:4][CH:3]=1.[CH2:28]([N:30](CC)[CH2:31]C)C.Cl[C:36](=[O:41])[C:37](OC)=[O:38].CNC.C1COCC1, predict the reaction product. The product is: [CH3:28][N:30]([C:36](=[O:41])[C:37]([N:20]1[CH2:21][C@H:22]([O:24][CH3:25])[CH2:23][C@H:19]1[C:12]1[N:13]([CH3:18])[C:14](=[O:17])[C:15]([OH:16])=[C:10]([C:8]([NH:7][CH2:6][C:5]2[CH:4]=[CH:3][C:2]([F:1])=[CH:27][CH:26]=2)=[O:9])[N:11]=1)=[O:38])[CH3:31]. (2) Given the reactants [C:1]([O:5][C:6]([N:8]1[CH2:13][CH2:12][N:11]([C:14]2[N:22]([CH2:23][C:24]#[C:25][CH3:26])[C:21]3[C:20](=[O:27])[N:19](COC(=O)C(C)(C)C)[C:18](=[O:36])[N:17](COC(=O)C(C)(C)C)[C:16]=3[N:15]=2)[CH2:10][CH2:9]1)=[O:7])([CH3:4])([CH3:3])[CH3:2].[H-].[Na+].Cl, predict the reaction product. The product is: [C:1]([O:5][C:6]([N:8]1[CH2:9][CH2:10][N:11]([C:14]2[N:22]([CH2:23][C:24]#[C:25][CH3:26])[C:21]3[C:20](=[O:27])[NH:19][C:18](=[O:36])[NH:17][C:16]=3[N:15]=2)[CH2:12][CH2:13]1)=[O:7])([CH3:4])([CH3:2])[CH3:3]. (3) The product is: [CH2:1]([C:3]([C:28]1[CH:33]=[CH:32][C:31]([O:34][CH2:44][C@H:42]2[O:43][C:39](=[O:38])[CH2:40][CH2:41]2)=[C:30]([CH3:35])[CH:29]=1)([C:6]1[CH:11]=[CH:10][C:9]([C:12]#[C:13][C:14]([O:23][CH2:24][O:25][CH3:26])([C:19]([F:20])([F:21])[F:22])[C:15]([F:18])([F:17])[F:16])=[C:8]([CH3:27])[CH:7]=1)[CH2:4][CH3:5])[CH3:2]. Given the reactants [CH2:1]([C:3]([C:28]1[CH:33]=[CH:32][C:31]([OH:34])=[C:30]([CH3:35])[CH:29]=1)([C:6]1[CH:11]=[CH:10][C:9]([C:12]#[C:13][C:14]([O:23][CH2:24][O:25][CH3:26])([C:19]([F:22])([F:21])[F:20])[C:15]([F:18])([F:17])[F:16])=[C:8]([CH3:27])[CH:7]=1)[CH2:4][CH3:5])[CH3:2].[H-].[Na+].[O:38]=[C:39]1[O:43][C@H:42]([CH2:44]OS(C2C=CC(C)=CC=2)(=O)=O)[CH2:41][CH2:40]1.[NH4+].[Cl-], predict the reaction product. (4) Given the reactants [O:1]([C:8]1[CH:15]=[CH:14][C:11]([CH:12]=O)=[CH:10][CH:9]=1)[C:2]1[CH:7]=[CH:6][CH:5]=[CH:4][CH:3]=1.[CH3:16][C:17]([C:19]1[CH:24]=[CH:23][C:22]([F:25])=[CH:21][CH:20]=1)=[O:18], predict the reaction product. The product is: [O:1]([C:8]1[CH:15]=[CH:14][C:11]([CH:12]=[CH:16][C:17]([C:19]2[CH:24]=[CH:23][C:22]([F:25])=[CH:21][CH:20]=2)=[O:18])=[CH:10][CH:9]=1)[C:2]1[CH:7]=[CH:6][CH:5]=[CH:4][CH:3]=1.